From a dataset of Forward reaction prediction with 1.9M reactions from USPTO patents (1976-2016). Predict the product of the given reaction. (1) The product is: [CH2:32]([N:28]1[CH2:29][CH2:30][CH:25]([C:15]2[C:14]([CH2:13][N:12]([CH3:31])[CH2:11][CH2:10][N:2]([CH3:1])[C:3](=[O:9])[O:4][C:5]([CH3:8])([CH3:7])[CH3:6])=[CH:18][N:17]([CH:19]3[CH2:24][CH2:23][CH2:22][CH2:21][O:20]3)[N:16]=2)[CH2:26][CH2:27]1)[CH:33]([CH3:36])[CH3:34]. Given the reactants [CH3:1][N:2]([CH2:10][CH2:11][N:12]([CH3:31])[CH2:13][C:14]1[C:15]([CH:25]2[CH2:30][CH2:29][NH:28][CH2:27][CH2:26]2)=[N:16][N:17]([CH:19]2[CH2:24][CH2:23][CH2:22][CH2:21][O:20]2)[CH:18]=1)[C:3](=[O:9])[O:4][C:5]([CH3:8])([CH3:7])[CH3:6].[CH3:32][CH:33]([CH3:36])[CH:34]=O.[BH-](OC(C)=O)(OC(C)=O)OC(C)=O.[Na+], predict the reaction product. (2) Given the reactants [CH3:1][C:2]1[S:6][C:5]([C:7]2[CH:12]=[N:11][CH:10]=[CH:9][N:8]=2)=[N:4][C:3]=1[OH:13].[H-].[Na+].C1C=CC(N([S:23]([C:26]([F:29])([F:28])[F:27])(=[O:25])=[O:24])[S:23]([C:26]([F:29])([F:28])[F:27])(=[O:25])=[O:24])=CC=1.O, predict the reaction product. The product is: [CH3:1][C:2]1[S:6][C:5]([C:7]2[CH:12]=[N:11][CH:10]=[CH:9][N:8]=2)=[N:4][C:3]=1[O:13][S:23]([C:26]([F:29])([F:28])[F:27])(=[O:25])=[O:24]. (3) Given the reactants C([OH:3])C.[OH-].[Na+].OO.[CH3:8][C:9]1[C:17]2[C:12](=[CH:13][CH:14]=[CH:15][C:16]=2[C:18]2[CH:19]=[N:20][C:21]3[C:26]([CH:27]=2)=[CH:25][CH:24]=[CH:23][CH:22]=3)[N:11]([C:28]2[CH:35]=[CH:34][C:31]([C:32]#[N:33])=[C:30]([NH:36][CH:37]3[CH2:42][C:41]([CH3:44])([CH3:43])[NH:40][C:39]([CH3:46])([CH3:45])[CH2:38]3)[CH:29]=2)[N:10]=1, predict the reaction product. The product is: [CH3:8][C:9]1[C:17]2[C:12](=[CH:13][CH:14]=[CH:15][C:16]=2[C:18]2[CH:19]=[N:20][C:21]3[C:26]([CH:27]=2)=[CH:25][CH:24]=[CH:23][CH:22]=3)[N:11]([C:28]2[CH:35]=[CH:34][C:31]([C:32]([NH2:33])=[O:3])=[C:30]([NH:36][CH:37]3[CH2:42][C:41]([CH3:44])([CH3:43])[NH:40][C:39]([CH3:46])([CH3:45])[CH2:38]3)[CH:29]=2)[N:10]=1. (4) Given the reactants [Br:1][C:2]1(Br)[CH2:11][CH2:10][C:9]2[C:4](=[CH:5][CH:6]=[CH:7][C:8]=2[Br:12])[C:3]1=[O:13], predict the reaction product. The product is: [Br:1][CH:2]1[CH2:11][CH2:10][C:9]2[C:4](=[CH:5][CH:6]=[CH:7][C:8]=2[Br:12])[C:3]1=[O:13]. (5) Given the reactants [CH2:1]([N:3]([CH2:14][CH2:15][NH:16][C:17]([C:19]1[CH:28]=[CH:27][C:26]2[C:21](=[CH:22][CH:23]=[C:24]([I:29])[CH:25]=2)[CH:20]=1)=[O:18])[CH2:4][CH2:5][O:6][C:7]1[C:8]([F:13])=[N:9][CH:10]=[CH:11][CH:12]=1)[CH3:2].[ClH:30].Cl.C(N(CCNC(C1C=NC2C(=CC=C(I)C=2)N=1)=O)CCOC1C(F)=NC=CC=1)C, predict the reaction product. The product is: [ClH:30].[CH2:1]([N:3]([CH2:14][CH2:15][NH:16][C:17]([C:19]1[CH:28]=[CH:27][C:26]2[C:21](=[CH:22][CH:23]=[C:24]([I:29])[CH:25]=2)[CH:20]=1)=[O:18])[CH2:4][CH2:5][O:6][C:7]1[C:8]([F:13])=[N:9][CH:10]=[CH:11][CH:12]=1)[CH3:2]. (6) The product is: [CH:21]([C:20]1[C:19](=[O:24])[NH:18][C:17](=[O:26])[NH:16][C:15]=1[N:12]1[C:13]2[CH:14]=[C:6]([CH3:5])[CH:7]=[C:8]([C:28]#[N:29])[C:9]=2[CH:10]=[CH:11]1)([CH3:23])[CH3:22]. Given the reactants C(Br)(C)=O.[CH3:5][C:6]1[CH:7]=[C:8]([C:28]#[N:29])[C:9]2[CH:10]=[CH:11][N:12]([C:15]3[C:20]([CH:21]([CH3:23])[CH3:22])=[C:19]([O:24]C)[N:18]=[C:17]([O:26]C)[N:16]=3)[C:13]=2[CH:14]=1, predict the reaction product.